The task is: Predict which catalyst facilitates the given reaction.. This data is from Catalyst prediction with 721,799 reactions and 888 catalyst types from USPTO. (1) Reactant: C([O-])([O-])=O.[Na+].[Na+].Cl[C:8]([O:10][CH2:11][C:12]1[CH:17]=[CH:16][CH:15]=[CH:14][CH:13]=1)=[O:9].[C:18]([C:20]1[CH:21]=[C:22]([CH:24]=[CH:25][CH:26]=1)[NH2:23])#[CH:19]. Product: [C:18]([C:20]1[CH:21]=[C:22]([NH:23][C:8](=[O:9])[O:10][CH2:11][C:12]2[CH:17]=[CH:16][CH:15]=[CH:14][CH:13]=2)[CH:24]=[CH:25][CH:26]=1)#[CH:19]. The catalyst class is: 20. (2) Reactant: [OH:1][C:2]1[NH:6][N:5]=[C:4]([C:7]([O:9][CH2:10][CH3:11])=[O:8])[CH:3]=1.C([O-])([O-])=O.[K+].[K+].[CH:18]1(Cl)[CH2:23][CH2:22][CH2:21][CH2:20][CH2:19]1. Product: [CH:18]1([O:1][C:2]2[NH:6][N:5]=[C:4]([C:7]([O:9][CH2:10][CH3:11])=[O:8])[CH:3]=2)[CH2:23][CH2:22][CH2:21][CH2:20][CH2:19]1. The catalyst class is: 10. (3) Reactant: [C:1]([O:5][C:6]([N:8]1[CH2:13][CH2:12][CH:11]([CH2:14][CH2:15][C:16]([N:18]2[CH2:23][CH2:22][CH2:21][C@@H:20]([C:24](O)=[O:25])[CH2:19]2)=[O:17])[CH2:10][CH2:9]1)=[O:7])([CH3:4])([CH3:3])[CH3:2].CN(C(ON1N=NC2C=CC=NC1=2)=[N+](C)C)C.F[P-](F)(F)(F)(F)F.[CH3:51][O:52][C:53](=[O:64])[CH2:54][CH:55]([NH2:63])[C:56]1[CH:61]=[CH:60][C:59]([OH:62])=[CH:58][CH:57]=1.C(N(C(C)C)C(C)C)C. Product: [OH:62][C:59]1[CH:60]=[CH:61][C:56]([CH:55]([NH:63][C:24]([C@@H:20]2[CH2:21][CH2:22][CH2:23][N:18]([C:16](=[O:17])[CH2:15][CH2:14][CH:11]3[CH2:12][CH2:13][N:8]([C:6]([O:5][C:1]([CH3:3])([CH3:2])[CH3:4])=[O:7])[CH2:9][CH2:10]3)[CH2:19]2)=[O:25])[CH2:54][C:53]([O:52][CH3:51])=[O:64])=[CH:57][CH:58]=1. The catalyst class is: 35. (4) Reactant: [C:1]([O:5][C:6]([N:8]1[CH2:13][CH2:12][C:11]2[N:14]([CH3:33])[C:15]([C:17]3[C:22]([C:23]#[C:24][C:25]4[CH:30]=[CH:29][CH:28]=[C:27]([OH:31])[CH:26]=4)=[CH:21][N:20]=[C:19]([NH2:32])[N:18]=3)=[CH:16][C:10]=2[C:9]1=[O:34])=[O:7])([CH3:4])([CH3:3])[CH3:2].[H][H]. Product: [C:1]([O:5][C:6]([N:8]1[CH2:13][CH2:12][C:11]2[N:14]([CH3:33])[C:15]([C:17]3[C:22]([CH2:23][CH2:24][C:25]4[CH:30]=[CH:29][CH:28]=[C:27]([OH:31])[CH:26]=4)=[CH:21][N:20]=[C:19]([NH2:32])[N:18]=3)=[CH:16][C:10]=2[C:9]1=[O:34])=[O:7])([CH3:4])([CH3:3])[CH3:2]. The catalyst class is: 19. (5) Reactant: N#N.[O:3]1[CH:7]=[CH:6][N:5]=[C:4]1[CH:8]([OH:10])[CH3:9].[Si:11](Cl)([C:14]([CH3:17])([CH3:16])[CH3:15])([CH3:13])[CH3:12].N1C=CN=C1.[NH4+].[Cl-]. Product: [C:14]([Si:11]([CH3:13])([CH3:12])[O:10][CH:8]([C:4]1[O:3][CH:7]=[CH:6][N:5]=1)[CH3:9])([CH3:17])([CH3:16])[CH3:15]. The catalyst class is: 721. (6) Reactant: [F:1][C:2]1[CH:3]=[C:4]([CH:7]=[CH:8][C:9]=1[O:10][CH3:11])[CH:5]=O.[C:12]([CH2:17][CH:18]=P(C1C=CC=CC=1)(C1C=CC=CC=1)C1C=CC=CC=1)([O:14][CH2:15][CH3:16])=[O:13]. Product: [CH2:15]([O:14][C:12](=[O:13])/[C:17](/[CH3:18])=[CH:5]/[C:4]1[CH:7]=[CH:8][C:9]([O:10][CH3:11])=[C:2]([F:1])[CH:3]=1)[CH3:16]. The catalyst class is: 1. (7) Reactant: [CH:1]1[C:14]2[CH2:13][C:12]3[C:7](=[CH:8][CH:9]=[CH:10][CH:11]=3)[O:6][C:5]=2[CH:4]=[CH:3][CH:2]=1.O[C:16]1[CH:21]=[CH:20][C:19]([C:22]2[CH:27]=[CH:26][C:25](O)=[CH:24][CH:23]=2)=[CH:18][CH:17]=1.CO.C([O-])(=O)C.C([P+](C1C=CC=CC=1)(C1C=CC=CC=1)C1C=CC=CC=1)C. Product: [CH:1]1[C:14]2[CH2:13][C:12]3[C:7](=[CH:8][CH:9]=[CH:10][CH:11]=3)[O:6][C:5]=2[CH:4]=[CH:3][CH:2]=1.[CH:17]1[C:18]2[C:27]3[C:22](=[CH:23][CH:24]=[CH:25][CH:26]=3)[C:19]=2[CH:20]=[CH:21][CH:16]=1. The catalyst class is: 80.